The task is: Predict the reaction yield, written as a fraction of the theoretical maximum amount of product (1.0 means a 100% yield; for example, 0.34 means a 34% yield).. This data is from Reaction yield outcomes from USPTO patents with 853,638 reactions. (1) The reactants are [OH:1][C:2]1[CH:12]=[CH:11][C:5]([C:6]([O:8][CH2:9][CH3:10])=[O:7])=[CH:4][CH:3]=1.C(=O)([O-])[O-].[K+].[K+].[CH3:19][C:20]([CH3:24])=[CH:21][CH2:22]Cl. The catalyst is C(#N)C. The product is [CH3:19][C:20]([CH3:24])=[CH:21][CH2:22][O:1][C:2]1[CH:3]=[CH:4][C:5]([C:6]([O:8][CH2:9][CH3:10])=[O:7])=[CH:11][CH:12]=1. The yield is 0.950. (2) The reactants are Br[C:2]1[CH:7]=[CH:6][C:5]([N+:8]([O-:10])=[O:9])=[CH:4][N:3]=1.[F:11][C:12]1[CH:18]=[CH:17][C:15]([NH2:16])=[CH:14][CH:13]=1.C1(P(C2C=CC=CC=2)CCCP(C2C=CC=CC=2)C2C=CC=CC=2)C=CC=CC=1.CC(C)([O-])C.[Na+]. The catalyst is C(OCC)(=O)C.[Pd].[Pd].C(=CC(C=CC1C=CC=CC=1)=O)C1C=CC=CC=1.C(=CC(C=CC1C=CC=CC=1)=O)C1C=CC=CC=1.C(=CC(C=CC1C=CC=CC=1)=O)C1C=CC=CC=1.C1(C)C=CC=CC=1. The product is [F:11][C:12]1[CH:18]=[CH:17][C:15]([NH:16][C:2]2[CH:7]=[CH:6][C:5]([N+:8]([O-:10])=[O:9])=[CH:4][N:3]=2)=[CH:14][CH:13]=1. The yield is 0.340.